This data is from Catalyst prediction with 721,799 reactions and 888 catalyst types from USPTO. The task is: Predict which catalyst facilitates the given reaction. (1) Reactant: [CH2:1]([C:3]1[NH:4][C:5]2[CH:11]=[CH:10][CH:9]=[CH:8][C:6]=2[N:7]=1)[CH3:2].C(=O)([O-])[O-].[K+].[K+].Cl[CH2:19][C:20]1[CH:38]=[CH:37][C:23]2/[C:24](=[C:33](/[CH3:36])\[C:34]#[N:35])/[C:25]3[CH:32]=[CH:31][CH:30]=[CH:29][C:26]=3[O:27][CH2:28][C:22]=2[CH:21]=1.C(OCC)(=O)C. Product: [CH2:1]([C:3]1[N:4]([CH2:19][C:20]2[CH:38]=[CH:37][C:23]3/[C:24](=[C:33](/[CH3:36])\[C:34]#[N:35])/[C:25]4[CH:32]=[CH:31][CH:30]=[CH:29][C:26]=4[O:27][CH2:28][C:22]=3[CH:21]=2)[C:5]2[CH:11]=[CH:10][CH:9]=[CH:8][C:6]=2[N:7]=1)[CH3:2]. The catalyst class is: 3. (2) Reactant: O1C2(CCN([N:11]=[CH:12][C:13]3[CH:18]=[CH:17][C:16]([CH2:19][N:20]4[CH2:25][CH2:24][N:23]([S:26]([C:29]5[NH:30][C:31]6[C:36]([CH:37]=5)=[CH:35][C:34]([Cl:38])=[CH:33][CH:32]=6)(=[O:28])=[O:27])[CH2:22][C:21]4=[O:39])=[CH:15][CH:14]=3)CC2)OCC1.[O:40]1[CH2:45][CH2:44]OCC1. Product: [Cl:38][C:34]1[CH:35]=[C:36]2[C:31](=[CH:32][CH:33]=1)[NH:30][C:29]([S:26]([N:23]1[CH2:24][CH2:25][N:20]([CH2:19][C:16]3[CH:15]=[CH:14][C:13]([C:12](=[NH:11])[N:20]4[CH2:21][CH2:44][C:45](=[O:40])[CH2:16][CH2:19]4)=[CH:18][CH:17]=3)[C:21](=[O:39])[CH2:22]1)(=[O:27])=[O:28])=[CH:37]2. The catalyst class is: 33.